Dataset: Full USPTO retrosynthesis dataset with 1.9M reactions from patents (1976-2016). Task: Predict the reactants needed to synthesize the given product. (1) Given the product [C:12]1([C@H:10]([N:8]2[CH2:9][C@H:5]3[CH2:4][NH:3][C:2](=[O:1])[C@H:6]3[CH2:7]2)[CH3:11])[CH:17]=[CH:16][CH:15]=[CH:14][CH:13]=1, predict the reactants needed to synthesize it. The reactants are: [O:1]=[C:2]1[C@H:6]2[CH2:7][N:8]([C@@H:10]([C:12]3[CH:17]=[CH:16][CH:15]=[CH:14][CH:13]=3)[CH3:11])[CH2:9][C@H:5]2[CH2:4][N:3]1C(OC(C)(C)C)=O.FC(F)(F)C(O)=O. (2) Given the product [NH:15]1[CH2:16][CH2:17][CH2:18][CH:13]([C:10]2[O:11][C:12]3[C:4]([C:1]([NH2:2])=[O:3])=[CH:5][CH:6]=[CH:7][C:8]=3[N:9]=2)[CH2:14]1, predict the reactants needed to synthesize it. The reactants are: [C:1]([C:4]1[C:12]2[O:11][C:10]([CH:13]3[CH2:18][CH2:17][CH2:16][N:15](C(OCC4C=CC=CC=4)=O)[CH2:14]3)=[N:9][C:8]=2[CH:7]=[CH:6][CH:5]=1)(=[O:3])[NH2:2].[H][H].